Dataset: Full USPTO retrosynthesis dataset with 1.9M reactions from patents (1976-2016). Task: Predict the reactants needed to synthesize the given product. (1) Given the product [CH3:2][O:3][C:4](=[O:27])[C@@H:5]([NH:8][C:9]([C:11]1[CH:16]=[CH:15][C:14]([C:17]2[CH:22]=[CH:21][C:20]([C:23]([F:25])([F:24])[F:26])=[CH:19][CH:18]=2)=[CH:13][CH:12]=1)=[O:10])[CH2:6][NH:7][CH2:34][C:31]1[CH:32]=[CH:33][C:28]([C:36]2[CH:37]=[CH:38][CH:39]=[CH:40][CH:41]=2)=[CH:29][CH:30]=1, predict the reactants needed to synthesize it. The reactants are: Cl.[CH3:2][O:3][C:4](=[O:27])[C@@H:5]([NH:8][C:9]([C:11]1[CH:16]=[CH:15][C:14]([C:17]2[CH:22]=[CH:21][C:20]([C:23]([F:26])([F:25])[F:24])=[CH:19][CH:18]=2)=[CH:13][CH:12]=1)=[O:10])[CH2:6][NH2:7].[C:28]1([C:36]2[CH:41]=[CH:40][CH:39]=[CH:38][CH:37]=2)[CH:33]=[CH:32][C:31]([CH:34]=O)=[CH:30][CH:29]=1.C(O[BH-](OC(=O)C)OC(=O)C)(=O)C.[Na+]. (2) Given the product [NH2:37][C:35]1[N:34]=[CH:33][N:32]=[C:31]2[N:30]([CH:8]([C:6]3[C:5]([O:11][CH2:12][CH3:13])=[C:4]([CH:14]4[CH2:18][O:17][C:16](=[O:19])[NH:15]4)[C:3]([F:20])=[C:2]([Cl:1])[CH:7]=3)[CH3:9])[N:29]=[C:28]([CH3:27])[C:36]=12, predict the reactants needed to synthesize it. The reactants are: [Cl:1][C:2]1[C:3]([F:20])=[C:4]([CH:14]2[CH2:18][O:17][C:16](=[O:19])[NH:15]2)[C:5]([O:11][CH2:12][CH3:13])=[C:6]([CH2:8][CH2:9]Cl)[CH:7]=1.C(=O)([O-])[O-].[Cs+].[Cs+].[CH3:27][C:28]1[C:36]2[C:31](=[N:32][CH:33]=[N:34][C:35]=2[NH2:37])[NH:30][N:29]=1. (3) Given the product [CH2:1]([O:3][C:4]1[CH:5]=[CH:6][C:7]([N:10]2[C:15](=[O:16])[C:14]3[NH:17][CH:18]=[CH:19][C:13]=3[N:12]=[C:11]2[S:20][CH2:22][CH2:23][C:24]([OH:26])=[O:25])=[CH:8][CH:9]=1)[CH3:2], predict the reactants needed to synthesize it. The reactants are: [CH2:1]([O:3][C:4]1[CH:9]=[CH:8][C:7]([N:10]2[C:15](=[O:16])[C:14]3[NH:17][CH:18]=[CH:19][C:13]=3[NH:12][C:11]2=[S:20])=[CH:6][CH:5]=1)[CH3:2].I[CH2:22][CH2:23][C:24]([OH:26])=[O:25].CN(C)C=O. (4) Given the product [Cl:18][C:9]1[N:8]=[C:7]([NH:26][CH2:21][C:22]([CH3:25])([CH3:24])[CH3:23])[C:6]2[C:11](=[CH:12][CH:13]=[C:4]([N+:1]([O-:3])=[O:2])[CH:5]=2)[N:10]=1, predict the reactants needed to synthesize it. The reactants are: [N+:1]([C:4]1[CH:5]=[C:6]2[C:11](=[CH:12][CH:13]=1)[NH:10][C:9](=O)[NH:8][C:7]2=O)([O-:3])=[O:2].P(Cl)(Cl)([Cl:18])=O.[CH2:21]([NH2:26])[C:22]([CH3:25])([CH3:24])[CH3:23]. (5) Given the product [C:22]([NH:25][NH:26][C:8]([N:18]1[C:19]2[C:15](=[CH:14][C:13]([Br:12])=[CH:21][CH:20]=2)[CH:16]=[CH:17]1)=[O:9])(=[O:24])[CH3:23], predict the reactants needed to synthesize it. The reactants are: C(N(CC)CC)C.[C:8](Cl)(Cl)=[O:9].[Br:12][C:13]1[CH:14]=[C:15]2[C:19](=[CH:20][CH:21]=1)[NH:18][CH:17]=[CH:16]2.[C:22]([NH:25][NH2:26])(=[O:24])[CH3:23]. (6) Given the product [CH3:25][C:24]([CH3:27])([CH3:26])[CH2:23][C:22]([NH:21][C:4]1[C:3]([CH3:29])=[C:2]([C:39]2[CH:40]=[C:35]([CH:36]=[CH:37][CH:38]=2)[C:33]([O:32][CH2:30][CH3:31])=[O:34])[C:10]2[O:9][CH2:8][CH:7]([C:11]3[CH:16]=[CH:15][C:14]([CH:17]([CH3:19])[CH3:18])=[CH:13][CH:12]=3)[C:6]=2[C:5]=1[CH3:20])=[O:28], predict the reactants needed to synthesize it. The reactants are: Br[C:2]1[C:10]2[O:9][CH2:8][CH:7]([C:11]3[CH:16]=[CH:15][C:14]([CH:17]([CH3:19])[CH3:18])=[CH:13][CH:12]=3)[C:6]=2[C:5]([CH3:20])=[C:4]([NH:21][C:22](=[O:28])[CH2:23][C:24]([CH3:27])([CH3:26])[CH3:25])[C:3]=1[CH3:29].[CH2:30]([O:32][C:33]([C:35]1[CH:36]=[C:37](B(O)O)[CH:38]=[CH:39][CH:40]=1)=[O:34])[CH3:31]. (7) The reactants are: Br[C:2]1[CH:3]=[C:4]([CH:7]=[O:8])[S:5][CH:6]=1.[F:9][C:10]1[C:15](B(O)O)=[CH:14][CH:13]=[CH:12][N:11]=1.C(=O)([O-])[O-].[Na+].[Na+].COCCOC. Given the product [F:9][C:10]1[C:15]([C:2]2[CH:3]=[C:4]([CH:7]=[O:8])[S:5][CH:6]=2)=[CH:14][CH:13]=[CH:12][N:11]=1, predict the reactants needed to synthesize it. (8) Given the product [CH3:24][NH:25][C:33]1[N:38]=[CH:37][C:36]([C:2]2[N:3]=[C:4]([N:18]3[CH2:23][CH2:22][O:21][CH2:20][CH2:19]3)[C:5]3[CH:10]=[C:9]([CH2:11][N:12]4[CH2:16][CH2:15][CH:14]([OH:17])[CH2:13]4)[S:8][C:6]=3[N:7]=2)=[CH:35][N:34]=1, predict the reactants needed to synthesize it. The reactants are: Cl[C:2]1[N:3]=[C:4]([N:18]2[CH2:23][CH2:22][O:21][CH2:20][CH2:19]2)[C:5]2[CH:10]=[C:9]([CH2:11][N:12]3[CH2:16][CH2:15][CH:14]([OH:17])[CH2:13]3)[S:8][C:6]=2[N:7]=1.[CH3:24][N:25]([C:33]1[N:38]=[CH:37][C:36](B2OC(C)(C)C(C)(C)O2)=[CH:35][N:34]=1)C(=O)OC(C)(C)C. (9) Given the product [CH3:27][C:2]1([CH3:1])[CH2:5][CH:4]([CH:6]([NH:16][C:17]2[CH:18]=[N:19][C:20]3[C:21]([CH:26]=2)=[CH:22][CH:23]=[CH:24][CH:25]=3)[C:7]2[CH:15]=[CH:14][C:10]([C:11]([NH:34][CH2:33][CH2:32][C:31]([O:30][CH2:28][CH3:29])=[O:35])=[O:12])=[CH:9][CH:8]=2)[CH2:3]1, predict the reactants needed to synthesize it. The reactants are: [CH3:1][C:2]1([CH3:27])[CH2:5][CH:4]([CH:6]([NH:16][C:17]2[CH:18]=[N:19][C:20]3[C:25]([CH:26]=2)=[CH:24][CH:23]=[CH:22][CH:21]=3)[C:7]2[CH:15]=[CH:14][C:10]([C:11](O)=[O:12])=[CH:9][CH:8]=2)[CH2:3]1.[CH2:28]([O:30][C:31](=[O:35])[CH2:32][CH2:33][NH2:34])[CH3:29].ON1C2N=CC=CC=2N=N1.Cl.C(N=C=NCCCN(C)C)C.C(N(CC)CC)C. (10) Given the product [C:25]([C:9]1[CH:8]=[N:7][N:6]2[CH:27]=[C:3]([NH:2][C:32](=[O:33])[C:31]3[CH:35]=[CH:36][CH:37]=[CH:38][C:30]=3[F:29])[C:4]([CH3:28])=[C:5]2[C:10]=1[NH:11][C:12]1[CH:13]=[CH:14][C:15]([O:18][C:19]2[CH:24]=[CH:23][CH:22]=[CH:21][CH:20]=2)=[CH:16][CH:17]=1)#[N:26], predict the reactants needed to synthesize it. The reactants are: Cl.[NH2:2][C:3]1[C:4]([CH3:28])=[C:5]2[C:10]([NH:11][C:12]3[CH:17]=[CH:16][C:15]([O:18][C:19]4[CH:24]=[CH:23][CH:22]=[CH:21][CH:20]=4)=[CH:14][CH:13]=3)=[C:9]([C:25]#[N:26])[CH:8]=[N:7][N:6]2[CH:27]=1.[F:29][C:30]1[CH:38]=[CH:37][CH:36]=[CH:35][C:31]=1[C:32](O)=[O:33].C1CN([P+](ON2N=NC3C=CC=CC2=3)(N2CCCC2)N2CCCC2)CC1.F[P-](F)(F)(F)(F)F.CCN(C(C)C)C(C)C.